Predict the reaction yield, written as a fraction of the theoretical maximum amount of product (1.0 means a 100% yield; for example, 0.34 means a 34% yield). From a dataset of Reaction yield outcomes from USPTO patents with 853,638 reactions. (1) The reactants are [C:1]([O:9][C@H:10]1[CH2:15][CH2:14][C:13](=[O:16])[CH2:12][C@@H:11]1[C:17]1[N:21]([CH3:22])[N:20]=[CH:19][CH:18]=1)(=[O:8])[C:2]1[CH:7]=[CH:6][CH:5]=[CH:4][CH:3]=1.[BH4-].[Na+].O. The catalyst is C(O)C. The product is [C:1]([O:9][C@H:10]1[CH2:15][CH2:14][C@H:13]([OH:16])[CH2:12][C@@H:11]1[C:17]1[N:21]([CH3:22])[N:20]=[CH:19][CH:18]=1)(=[O:8])[C:2]1[CH:3]=[CH:4][CH:5]=[CH:6][CH:7]=1. The yield is 0.690. (2) The reactants are [Mg].II.[CH2:4](Br)[CH2:5][CH2:6][CH2:7][CH2:8]/[CH:9]=[CH:10]\[CH2:11]/[CH:12]=[CH:13]\[CH2:14]/[CH:15]=[CH:16]\[CH2:17][CH2:18][CH2:19][CH2:20][CH3:21].C([O:25][CH2:26][CH3:27])=O.[OH-].[K+]. The yield is 0.580. The catalyst is C(OCC)C. The product is [CH2:4]([CH:26]([CH2:27][CH2:20][CH2:19][CH2:18][CH2:17]/[CH:16]=[CH:15]\[CH2:14]/[CH:13]=[CH:12]\[CH2:11]/[CH:10]=[CH:9]\[CH2:8][CH2:7][CH2:6][CH2:5][CH3:4])[OH:25])[CH2:5][CH2:6][CH2:7][CH2:8]/[CH:9]=[CH:10]\[CH2:11]/[CH:12]=[CH:13]\[CH2:14]/[CH:15]=[CH:16]\[CH2:17][CH2:18][CH2:19][CH2:20][CH3:21]. (3) The reactants are [CH3:1][C:2]1[C:6]([CH2:7][N:8]2[CH:12]=[C:11]([N:13]3[C:17](=[O:18])[CH2:16][NH:15][C:14]3=[O:19])[CH:10]=[N:9]2)=[C:5]([CH3:20])[O:4][N:3]=1.[CH3:21][O:22][C:23]1[CH:24]=[C:25]([CH:29]=[CH:30][C:31]=1[O:32][CH3:33])[CH2:26][CH2:27]Br. No catalyst specified. The product is [CH3:21][O:22][C:23]1[CH:24]=[C:25]([CH:29]=[CH:30][C:31]=1[O:32][CH3:33])[CH2:26][CH2:27][N:15]1[CH2:16][C:17](=[O:18])[N:13]([C:11]2[CH:10]=[N:9][N:8]([CH2:7][C:6]3[C:2]([CH3:1])=[N:3][O:4][C:5]=3[CH3:20])[CH:12]=2)[C:14]1=[O:19]. The yield is 0.360. (4) The reactants are [Cl:1][C:2]1[CH:7]=[CH:6][CH:5]=[CH:4][C:3]=1[C:8]1[N:9]([C:22]2[CH:27]=[CH:26][C:25]([Cl:28])=[CH:24][CH:23]=2)[CH:10]=[C:11]([C:13]([NH:15][CH:16]2[CH2:21][CH2:20][NH:19][CH2:18][CH2:17]2)=[O:14])[N:12]=1.Br[C:30]1[CH:35]=[CH:34][CH:33]=[CH:32][N:31]=1.CC([O-])(C)C.[Na+].C1(C)C=CC=CC=1. The catalyst is C(Cl)Cl.C1C=CC(/C=C/C(/C=C/C2C=CC=CC=2)=O)=CC=1.C1C=CC(/C=C/C(/C=C/C2C=CC=CC=2)=O)=CC=1.C1C=CC(/C=C/C(/C=C/C2C=CC=CC=2)=O)=CC=1.[Pd].[Pd].C1C=CC(P(C2C(C3C(P(C4C=CC=CC=4)C4C=CC=CC=4)=CC=C4C=3C=CC=C4)=C3C(C=CC=C3)=CC=2)C2C=CC=CC=2)=CC=1. The product is [Cl:1][C:2]1[CH:7]=[CH:6][CH:5]=[CH:4][C:3]=1[C:8]1[N:9]([C:22]2[CH:23]=[CH:24][C:25]([Cl:28])=[CH:26][CH:27]=2)[CH:10]=[C:11]([C:13]([NH:15][CH:16]2[CH2:17][CH2:18][N:19]([C:30]3[CH:35]=[CH:34][CH:33]=[CH:32][N:31]=3)[CH2:20][CH2:21]2)=[O:14])[N:12]=1. The yield is 0.470. (5) The reactants are [CH3:1][C:2]([C:5]1[C:10]([C:11]2[CH:16]=[C:15]([O:17][CH3:18])[CH:14]=[CH:13][C:12]=2[F:19])=[CH:9][C:8]([CH2:20][O:21][C:22]2[CH:27]=[CH:26][C:25]([C@@H:28]([CH:34]=[C:35]([CH3:37])[CH3:36])[CH2:29][C:30]([O:32]C)=[O:31])=[CH:24][CH:23]=2)=[CH:7][CH:6]=1)([CH3:4])[CH3:3].C1COCC1.CCO.[OH-].[Na+]. No catalyst specified. The product is [CH3:4][C:2]([C:5]1[C:10]([C:11]2[CH:16]=[C:15]([O:17][CH3:18])[CH:14]=[CH:13][C:12]=2[F:19])=[CH:9][C:8]([CH2:20][O:21][C:22]2[CH:23]=[CH:24][C:25]([C@@H:28]([CH:34]=[C:35]([CH3:37])[CH3:36])[CH2:29][C:30]([OH:32])=[O:31])=[CH:26][CH:27]=2)=[CH:7][CH:6]=1)([CH3:1])[CH3:3]. The yield is 0.640. (6) The reactants are [C:1]([C:3]1[CH:11]=[CH:10][C:6]([C:7]([OH:9])=O)=[CH:5][CH:4]=1)#[N:2].CCN(C(C)C)C(C)C.CN(C(ON1N=NC2C=CC=CC1=2)=[N+](C)C)C.[B-](F)(F)(F)F.[CH:43]1([C@H:49]([NH:56][CH3:57])[CH2:50][N:51]2[CH2:54][CH:53]([OH:55])[CH2:52]2)[CH2:48][CH2:47][CH2:46][CH2:45][CH2:44]1. The catalyst is C(Cl)Cl. The product is [C:1]([C:3]1[CH:4]=[CH:5][C:6]([C:7]([N:56]([C@@H:49]([CH:43]2[CH2:48][CH2:47][CH2:46][CH2:45][CH2:44]2)[CH2:50][N:51]2[CH2:52][CH:53]([OH:55])[CH2:54]2)[CH3:57])=[O:9])=[CH:10][CH:11]=1)#[N:2]. The yield is 0.490. (7) The reactants are [O:1]=[C:2]1[CH2:7][CH2:6][N:5]([C:8]([O:10][CH2:11][C:12]2[CH:17]=[CH:16][CH:15]=[CH:14][CH:13]=2)=[O:9])[CH2:4][CH2:3]1.C[Si](C)(C)[C:20]([F:23])([F:22])[F:21].CCCC[N+](CCCC)(CCCC)CCCC.[F-]. The catalyst is C1COCC1. The product is [OH:1][C:2]1([C:20]([F:23])([F:22])[F:21])[CH2:3][CH2:4][N:5]([C:8]([O:10][CH2:11][C:12]2[CH:17]=[CH:16][CH:15]=[CH:14][CH:13]=2)=[O:9])[CH2:6][CH2:7]1. The yield is 0.890.